Dataset: Catalyst prediction with 721,799 reactions and 888 catalyst types from USPTO. Task: Predict which catalyst facilitates the given reaction. (1) Reactant: Cl[C:2]1[N:7]=[CH:6][C:5]([NH:8][C@@H:9]([C:12]2[CH:17]=[CH:16][C:15]([Cl:18])=[C:14]([CH3:19])[CH:13]=2)[CH2:10][CH3:11])=[CH:4][C:3]=1[CH:20]([O:23][CH3:24])[O:21][CH3:22].[CH2:25](Cl)Cl.[Zn](C)C. Product: [Cl:18][C:15]1[CH:16]=[CH:17][C:12]([C@H:9]([NH:8][C:5]2[CH:6]=[N:7][C:2]([CH3:25])=[C:3]([CH:20]([O:23][CH3:24])[O:21][CH3:22])[CH:4]=2)[CH2:10][CH3:11])=[CH:13][C:14]=1[CH3:19]. The catalyst class is: 75. (2) Reactant: [NH2:1][C:2]1[NH:7][C:6](=[O:8])[C:5]([N+:9]([O-:11])=[O:10])=[C:4]([C:12]2[O:13][CH:14]=[CH:15][CH:16]=2)[N:3]=1.C(C1C=CC=C(C(C)(C)C)N=1)(C)(C)C.[S:31](O[S:31]([C:34]([F:37])([F:36])[F:35])(=[O:33])=[O:32])([C:34]([F:37])([F:36])[F:35])(=[O:33])=[O:32]. Product: [NH2:1][C:2]1[N:7]=[C:6]([O:8][S:31]([C:34]([F:37])([F:36])[F:35])(=[O:33])=[O:32])[C:5]([N+:9]([O-:11])=[O:10])=[C:4]([C:12]2[O:13][CH:14]=[CH:15][CH:16]=2)[N:3]=1. The catalyst class is: 4.